From a dataset of Full USPTO retrosynthesis dataset with 1.9M reactions from patents (1976-2016). Predict the reactants needed to synthesize the given product. (1) Given the product [F:1][C@H:2]1[C@@H:7]([O:8][C:9]2[CH:16]=[CH:15][C:14]([C:17]3[N:22]=[C:21]([NH:23][C:24]4[CH:29]=[CH:28][C:27]([N:30]5[CH2:31][CH2:32][N:33]([CH:36]6[CH2:39][O:38][CH2:37]6)[CH2:34][CH2:35]5)=[C:26]([CH3:40])[CH:25]=4)[N:20]=[CH:19][N:18]=3)=[CH:13][C:10]=2[C:11]#[N:12])[CH2:6][CH2:5][N:4]([C:42](=[O:41])[CH2:43][CH2:44][OH:45])[CH2:3]1, predict the reactants needed to synthesize it. The reactants are: [F:1][C@H:2]1[C@@H:7]([O:8][C:9]2[CH:16]=[CH:15][C:14]([C:17]3[N:22]=[C:21]([NH:23][C:24]4[CH:29]=[CH:28][C:27]([N:30]5[CH2:35][CH2:34][N:33]([CH:36]6[CH2:39][O:38][CH2:37]6)[CH2:32][CH2:31]5)=[C:26]([CH3:40])[CH:25]=4)[N:20]=[CH:19][N:18]=3)=[CH:13][C:10]=2[C:11]#[N:12])[CH2:6][CH2:5][NH:4][CH2:3]1.[OH:41][CH2:42][CH2:43][C:44](O)=[O:45].C(N(CC)C(C)C)(C)C.F[P-](F)(F)(F)(F)F.CN(C(N(C)C)=[N+]1C2C(=NC=CC=2)[N+]([O-])=N1)C.CN(C(ON1N=NC2C=CC=NC1=2)=[N+](C)C)C.F[P-](F)(F)(F)(F)F. (2) Given the product [C:20]([OH:25])(=[O:24])[C:21]([OH:23])=[O:22].[Cl:1][CH2:2][CH2:3][CH2:4][N:5]([CH2:7][C@H:8]1[CH2:15][C:14]2[C:9]1=[CH:10][C:11]([O:18][CH3:19])=[C:12]([O:16][CH3:17])[CH:13]=2)[CH2:6][CH3:20], predict the reactants needed to synthesize it. The reactants are: [Cl:1][CH2:2][CH2:3][CH2:4][N:5]([CH2:7][C@H:8]1[CH2:15][C:14]2[C:9]1=[CH:10][C:11]([O:18][CH3:19])=[C:12]([O:16][CH3:17])[CH:13]=2)[CH3:6].[C:20]([OH:25])(=[O:24])[C:21]([OH:23])=[O:22]. (3) Given the product [F:1][C:2]1[CH:7]=[CH:6][CH:5]=[CH:4][C:3]=1[N:8]1[C:16]2[C:11](=[C:12]([N:17]3[CH2:21][CH2:20][N:19]([CH2:26][C:27]4[S:28][CH:29]=[C:30]([C:32]([F:35])([F:34])[F:33])[N:31]=4)[C:18]3=[O:22])[CH:13]=[CH:14][CH:15]=2)[CH:10]=[N:9]1, predict the reactants needed to synthesize it. The reactants are: [F:1][C:2]1[CH:7]=[CH:6][CH:5]=[CH:4][C:3]=1[N:8]1[C:16]2[C:11](=[C:12]([N:17]3[CH2:21][CH2:20][NH:19][C:18]3=[O:22])[CH:13]=[CH:14][CH:15]=2)[CH:10]=[N:9]1.[H-].[Na+].Br[CH2:26][C:27]1[S:28][CH:29]=[C:30]([C:32]([F:35])([F:34])[F:33])[N:31]=1. (4) Given the product [OH:23][C:22]1[C:21]2[C:16](=[CH:17][CH:18]=[CH:19][CH:20]=2)[C@@:15]([CH3:29])([CH2:24][CH2:25][CH:26]([CH3:28])[CH3:27])[C:14](=[O:30])[C:13]=1[C:8]1[NH:7][C:6]2[CH:31]=[CH:32][C:3]([NH:2][C:33](=[O:35])[CH3:34])=[CH:4][C:5]=2[S:10](=[O:12])(=[O:11])[N:9]=1, predict the reactants needed to synthesize it. The reactants are: Cl.[NH2:2][C:3]1[CH:32]=[CH:31][C:6]2[NH:7][C:8]([C:13]3[C:14](=[O:30])[C@:15]([CH3:29])([CH2:24][CH2:25][CH:26]([CH3:28])[CH3:27])[C:16]4[C:21]([C:22]=3[OH:23])=[CH:20][CH:19]=[CH:18][CH:17]=4)=[N:9][S:10](=[O:12])(=[O:11])[C:5]=2[CH:4]=1.[C:33](OC(=O)C)(=[O:35])[CH3:34].N1C=CC=CC=1.